This data is from Forward reaction prediction with 1.9M reactions from USPTO patents (1976-2016). The task is: Predict the product of the given reaction. (1) Given the reactants [CH3:1][O:2][N:3]([CH3:22])[C:4]([C:6]1[C:7]([NH:20][CH3:21])=[N:8][N:9]([CH2:11][C:12]2[CH:17]=[CH:16][C:15]([O:18][CH3:19])=[CH:14][CH:13]=2)[CH:10]=1)=[O:5].[H-].[Na+].Br[CH2:26][CH:27]=[CH2:28], predict the reaction product. The product is: [CH2:26]([N:20]([CH3:21])[C:7]1[C:6]([C:4]([N:3]([O:2][CH3:1])[CH3:22])=[O:5])=[CH:10][N:9]([CH2:11][C:12]2[CH:13]=[CH:14][C:15]([O:18][CH3:19])=[CH:16][CH:17]=2)[N:8]=1)[CH:27]=[CH2:28]. (2) The product is: [Cl:1][C:2]1[CH:21]=[CH:20][C:19]([CH2:22][CH:23]2[CH2:24][O:30]2)=[CH:18][C:3]=1[C:4]([NH:6][CH2:7][C:8]12[CH2:17][CH:12]3[CH2:13][CH:14]([CH2:16][CH:10]([CH2:11]3)[CH2:9]1)[CH2:15]2)=[O:5]. Given the reactants [Cl:1][C:2]1[CH:21]=[CH:20][C:19]([CH2:22][CH:23]=[CH2:24])=[CH:18][C:3]=1[C:4]([NH:6][CH2:7][C:8]12[CH2:17][CH:12]3[CH2:13][CH:14]([CH2:16][CH:10]([CH2:11]3)[CH2:9]1)[CH2:15]2)=[O:5].N1C=CC=N1.[OH:30]O.O, predict the reaction product.